Regression. Given two drug SMILES strings and cell line genomic features, predict the synergy score measuring deviation from expected non-interaction effect. From a dataset of NCI-60 drug combinations with 297,098 pairs across 59 cell lines. (1) Drug 1: C1=C(C(=O)NC(=O)N1)F. Drug 2: C1CC(C1)(C(=O)O)C(=O)O.[NH2-].[NH2-].[Pt+2]. Cell line: NCI-H322M. Synergy scores: CSS=33.9, Synergy_ZIP=1.90, Synergy_Bliss=3.82, Synergy_Loewe=-0.654, Synergy_HSA=5.33. (2) Drug 1: CC1=C2C(C(=O)C3(C(CC4C(C3C(C(C2(C)C)(CC1OC(=O)C(C(C5=CC=CC=C5)NC(=O)OC(C)(C)C)O)O)OC(=O)C6=CC=CC=C6)(CO4)OC(=O)C)OC)C)OC. Drug 2: C1CC(C1)(C(=O)O)C(=O)O.[NH2-].[NH2-].[Pt+2]. Cell line: SK-MEL-28. Synergy scores: CSS=30.3, Synergy_ZIP=-2.04, Synergy_Bliss=-2.45, Synergy_Loewe=0.326, Synergy_HSA=1.90.